This data is from Catalyst prediction with 721,799 reactions and 888 catalyst types from USPTO. The task is: Predict which catalyst facilitates the given reaction. (1) Reactant: [NH2:1][C:2]1[CH:7]=[CH:6][C:5]([N:8]2[C:16]3[C:11](=[CH:12][C:13]([Cl:17])=[CH:14][CH:15]=3)[C:10]([C:18](=[O:20])[CH3:19])=[CH:9]2)=[C:4]([Cl:21])[CH:3]=1.[O-:22][C:23]#[N:24].[Na+].C(O)(=O)C. Product: [C:18]([C:10]1[C:11]2[C:16](=[CH:15][CH:14]=[C:13]([Cl:17])[CH:12]=2)[N:8]([C:5]2[CH:6]=[CH:7][C:2]([NH:1][C:23]([NH2:24])=[O:22])=[CH:3][C:4]=2[Cl:21])[CH:9]=1)(=[O:20])[CH3:19]. The catalyst class is: 6. (2) Reactant: C[O:2][C:3](=[O:41])[CH2:4][O:5][C:6]1[CH:11]=[C:10]([CH3:12])[C:9]([S:13]([C:16]2[C:24]3[NH:23][C:22]([S:25]([CH2:27][C:28]4[C:33]([CH3:34])=[C:32]([O:35][CH3:36])[C:31]([CH3:37])=[CH:30][N:29]=4)=[O:26])=[N:21][C:20]=3[CH:19]=[CH:18][C:17]=2[O:38][CH3:39])(=[O:15])=[O:14])=[C:8]([CH3:40])[CH:7]=1.[OH-].[Na+:43]. Product: [Na+:43].[CH3:39][O:38][C:17]1[CH:18]=[CH:19][C:20]2[N:21]=[C:22]([S:25]([CH2:27][C:28]3[C:33]([CH3:34])=[C:32]([O:35][CH3:36])[C:31]([CH3:37])=[CH:30][N:29]=3)=[O:26])[NH:23][C:24]=2[C:16]=1[S:13]([C:9]1[C:8]([CH3:40])=[CH:7][C:6]([O:5][CH2:4][C:3]([O-:41])=[O:2])=[CH:11][C:10]=1[CH3:12])(=[O:14])=[O:15]. The catalyst class is: 216.